Binary Classification. Given a T-cell receptor sequence (or CDR3 region) and an epitope sequence, predict whether binding occurs between them. From a dataset of TCR-epitope binding with 47,182 pairs between 192 epitopes and 23,139 TCRs. The epitope is NLDSKVGGNY. The TCR CDR3 sequence is CASSLEGGSNQPQHF. Result: 0 (the TCR does not bind to the epitope).